From a dataset of Full USPTO retrosynthesis dataset with 1.9M reactions from patents (1976-2016). Predict the reactants needed to synthesize the given product. (1) Given the product [F:23][C:2]([F:1])([F:22])[C:3]([N:5]([CH2:6][CH:7]1[CH2:8][CH2:9][N:10]([CH2:25][CH2:26][CH2:27][C:28]2[CH:29]=[C:30]([CH:35]=[CH:36][CH:37]=2)[C:31]([O:33][CH3:34])=[O:32])[CH2:11][CH2:12]1)[C@@H:13]1[CH2:15][C@H:14]1[C:16]1[CH:21]=[CH:20][CH:19]=[CH:18][CH:17]=1)=[O:4], predict the reactants needed to synthesize it. The reactants are: [F:1][C:2]([F:23])([F:22])[C:3]([N:5]([C@@H:13]1[CH2:15][C@H:14]1[C:16]1[CH:21]=[CH:20][CH:19]=[CH:18][CH:17]=1)[CH2:6][CH:7]1[CH2:12][CH2:11][NH:10][CH2:9][CH2:8]1)=[O:4].O=[CH:25][CH2:26][CH2:27][C:28]1[CH:29]=[C:30]([CH:35]=[CH:36][CH:37]=1)[C:31]([O:33][CH3:34])=[O:32].C(O[BH-](OC(=O)C)OC(=O)C)(=O)C.[Na+]. (2) The reactants are: [CH3:1][O:2][C:3]1[CH:8]=[CH:7][C:6]([C:9]2[CH:14]=[CH:13][C:12]([S:15]([OH:18])(=O)=[O:16])=[CH:11][CH:10]=2)=[CH:5][CH:4]=1.CN(C=O)C.[ClH:24].C(OCC)C. Given the product [CH3:1][O:2][C:3]1[CH:8]=[CH:7][C:6]([C:9]2[CH:14]=[CH:13][C:12]([S:15]([Cl:24])(=[O:18])=[O:16])=[CH:11][CH:10]=2)=[CH:5][CH:4]=1, predict the reactants needed to synthesize it. (3) Given the product [Cl:19][C:20]1[CH:21]=[CH:22][C:23]([N:26]2[C:30]([C:2]3[CH:3]=[CH:4][C:5]4[N:6]([C:8]([C:11]5[CH:18]=[CH:17][C:14]([C:15]#[N:16])=[CH:13][CH:12]=5)=[CH:9][N:10]=4)[CH:7]=3)=[CH:29][CH:28]=[N:27]2)=[CH:24][CH:25]=1, predict the reactants needed to synthesize it. The reactants are: Br[C:2]1[CH:3]=[CH:4][C:5]2[N:6]([C:8]([C:11]3[CH:18]=[CH:17][C:14]([C:15]#[N:16])=[CH:13][CH:12]=3)=[CH:9][N:10]=2)[CH:7]=1.[Cl:19][C:20]1[CH:25]=[CH:24][C:23]([N:26]2[C:30](B3OC(C)(C)C(C)(C)O3)=[CH:29][CH:28]=[N:27]2)=[CH:22][CH:21]=1. (4) Given the product [Br:1][C:2]1[C:3]([CH3:10])=[C:4]([N:28]([C:19]([O:21][C:22]([CH3:23])([CH3:24])[CH3:25])=[O:20])[C:30](=[O:31])[O:26][C:3]([CH3:10])([CH3:4])[CH3:2])[C:5]([F:8])=[CH:6][CH:7]=1, predict the reactants needed to synthesize it. The reactants are: [Br:1][C:2]1[CH:7]=[CH:6][C:5]([F:8])=[C:4](C)[C:3]=1[CH3:10].[CH3:23][C:22]([O:21][C:19](O[C:19]([O:21][C:22]([CH3:25])([CH3:24])[CH3:23])=[O:20])=[O:20])([CH3:25])[CH3:24].[OH2:26].C[N:28]([CH:30]=[O:31])C.